Dataset: Retrosynthesis with 50K atom-mapped reactions and 10 reaction types from USPTO. Task: Predict the reactants needed to synthesize the given product. (1) Given the product O=C(Nc1cc(-c2ccccc2)sc1C(=O)N[C@H](C(=O)O)C1CCCCC1)Nc1c(Cl)cccc1Cl, predict the reactants needed to synthesize it. The reactants are: COC(=O)[C@@H](NC(=O)c1sc(-c2ccccc2)cc1NC(=O)Nc1c(Cl)cccc1Cl)C1CCCCC1. (2) Given the product COc1cc2nc(N3CCN(C#N)CC3)nc(N)c2cc1OC, predict the reactants needed to synthesize it. The reactants are: COc1cc2nc(Br)nc(N)c2cc1OC.N#CN1CCNCC1. (3) Given the product Nc1ccc(-c2cccc3ccccc23)cc1, predict the reactants needed to synthesize it. The reactants are: Nc1ccc(Br)cc1.OB(O)c1cccc2ccccc12. (4) Given the product CCOC(=O)COc1ccc(C)cc1C#N, predict the reactants needed to synthesize it. The reactants are: CCOC(=O)CBr.Cc1ccc(O)c(C#N)c1. (5) Given the product COc1cc(CNC(C)=O)c(Br)cc1O, predict the reactants needed to synthesize it. The reactants are: COc1cc(CNC(C)=O)c(Br)cc1OC(C)=O. (6) Given the product CC(=O)Nc1cc(C(=NNC(N)=S)C(C)=NO)ccc1Cl, predict the reactants needed to synthesize it. The reactants are: CC(=O)Nc1cc(C(=O)C(C)=NO)ccc1Cl.NNC(N)=S. (7) Given the product CON(C)C(=O)c1cccc2nsnc12, predict the reactants needed to synthesize it. The reactants are: CNOC.O=C(O)c1cccc2nsnc12. (8) Given the product COc1cc2c(c(N3CCN(C)CC3)c1)OC(C(=O)Nc1ccc(N3CCN(C(C)=O)CC3)cc1)CC2, predict the reactants needed to synthesize it. The reactants are: CC(=O)N1CCN(c2ccc(N)cc2)CC1.COc1cc2c(c(N3CCN(C)CC3)c1)OC(C(=O)O)CC2. (9) Given the product Oc1cnn(-c2ccc(Br)cc2)n1, predict the reactants needed to synthesize it. The reactants are: CC(=O)Oc1cnn(-c2ccc(Br)cc2)n1. (10) Given the product CC(C)(C)OC(=O)NC[C@H]1CC[C@@H](CN)CC1, predict the reactants needed to synthesize it. The reactants are: CC(C)(C)OC(=O)NC[C@H]1CC[C@@H](CNC(=O)OC(C)(C)C)CC1.